This data is from Forward reaction prediction with 1.9M reactions from USPTO patents (1976-2016). The task is: Predict the product of the given reaction. (1) Given the reactants Cl.[CH2:2]([C:8]1[N:9]=[C:10]([NH2:13])[NH:11][CH:12]=1)[CH2:3][CH2:4][CH2:5][C:6]#[CH:7].[N:14]([CH2:17][C:18]([CH3:26])=[CH:19][C:20]1[CH:25]=[CH:24][CH:23]=[CH:22][CH:21]=1)=[N+:15]=[N-:16], predict the reaction product. The product is: [CH3:26][C:18](=[CH:19][C:20]1[CH:25]=[CH:24][CH:23]=[CH:22][CH:21]=1)[CH2:17][N:14]1[CH:7]=[C:6]([CH2:5][CH2:4][CH2:3][CH2:2][C:8]2[N:9]=[C:10]([NH2:13])[NH:11][CH:12]=2)[N:16]=[N:15]1. (2) Given the reactants [Cl:1][C:2]1[CH:7]=[CH:6][CH:5]=[C:4]([F:8])[C:3]=1[C:9](=O)[CH2:10][C:11]1[CH:12]=[C:13]([CH:20]=[CH:21][C:22]=1[N+:23]([O-])=O)[C:14]([O:16][CH2:17][CH:18]=[CH2:19])=[O:15], predict the reaction product. The product is: [Cl:1][C:2]1[CH:7]=[CH:6][CH:5]=[C:4]([F:8])[C:3]=1[C:9]1[NH:23][C:22]2[C:11]([CH:10]=1)=[CH:12][C:13]([C:14]([O:16][CH2:17][CH:18]=[CH2:19])=[O:15])=[CH:20][CH:21]=2. (3) Given the reactants [Cl:1][C:2]1[CH:27]=[CH:26][C:25]([Cl:28])=[CH:24][C:3]=1[O:4][C:5]1[C:10]([C:11]([NH:13][C:14]2[CH:15]=[CH:16][CH:17]=[C:18]3[C:23]=2[NH:22][CH2:21][CH2:20][CH2:19]3)=[O:12])=[CH:9][N:8]=[CH:7][CH:6]=1.[CH3:29]CCCCCC.C(OCC)(=O)C, predict the reaction product. The product is: [Cl:1][C:2]1[CH:27]=[CH:26][C:25]([Cl:28])=[CH:24][C:3]=1[O:4][C:5]1[C:10]([C:11]([N:13]([CH3:29])[C:14]2[CH:15]=[CH:16][CH:17]=[C:18]3[C:23]=2[NH:22][CH2:21][CH2:20][CH2:19]3)=[O:12])=[CH:9][N:8]=[CH:7][CH:6]=1. (4) Given the reactants [NH2:1][C:2]1[C:12]([Br:13])=[CH:11][CH:10]=[CH:9][C:3]=1[C:4]([NH:6][CH2:7][CH3:8])=[O:5].Cl[C:15](Cl)([O:17]C(=O)OC(Cl)(Cl)Cl)Cl.CCN(C(C)C)C(C)C, predict the reaction product. The product is: [Br:13][C:12]1[CH:11]=[CH:10][CH:9]=[C:3]2[C:2]=1[NH:1][C:15](=[O:17])[N:6]([CH2:7][CH3:8])[C:4]2=[O:5]. (5) Given the reactants [CH2:1]([O:8][C:9]1[C:14]([Br:15])=[CH:13][N:12]=[C:11]([NH2:16])[CH:10]=1)[C:2]1[CH:7]=[CH:6][CH:5]=[CH:4][CH:3]=1.[C:17]([N:25]=[C:26]=[S:27])(=[O:24])[C:18]1[CH:23]=[CH:22][CH:21]=[CH:20][CH:19]=1, predict the reaction product. The product is: [C:17]([NH:25][C:26]([NH:16][C:11]1[CH:10]=[C:9]([O:8][CH2:1][C:2]2[CH:7]=[CH:6][CH:5]=[CH:4][CH:3]=2)[C:14]([Br:15])=[CH:13][N:12]=1)=[S:27])(=[O:24])[C:18]1[CH:23]=[CH:22][CH:21]=[CH:20][CH:19]=1. (6) Given the reactants [NH2:1][C:2]1[CH:10]=[C:9]2[C:5]([CH:6]=[N:7][N:8]2[CH:11]2[CH2:16][CH2:15][N:14]([CH2:17][C:18]3[CH:23]=[CH:22][C:21]([C:24]([OH:33])([C:29]([F:32])([F:31])[F:30])[C:25]([F:28])([F:27])[F:26])=[CH:20][CH:19]=3)[CH2:13][CH2:12]2)=[CH:4][CH:3]=1.[C:34](Cl)(=O)[O:35]C1C=CC([N+]([O-])=O)=CC=1.[CH:47]1([CH2:50][NH2:51])[CH2:49][CH2:48]1, predict the reaction product. The product is: [CH:47]1([CH2:50][NH:51][C:34]([NH:1][C:2]2[CH:10]=[C:9]3[C:5]([CH:6]=[N:7][N:8]3[CH:11]3[CH2:16][CH2:15][N:14]([CH2:17][C:18]4[CH:19]=[CH:20][C:21]([C:24]([OH:33])([C:25]([F:26])([F:27])[F:28])[C:29]([F:32])([F:31])[F:30])=[CH:22][CH:23]=4)[CH2:13][CH2:12]3)=[CH:4][CH:3]=2)=[O:35])[CH2:49][CH2:48]1.